This data is from Catalyst prediction with 721,799 reactions and 888 catalyst types from USPTO. The task is: Predict which catalyst facilitates the given reaction. (1) Reactant: [OH:1][C:2]1[C:6]([CH2:7][C:8]([O:10][CH3:11])=[O:9])=[CH:5][N:4]([CH3:12])[N:3]=1.Cl[CH2:14][C:15]1[CH:34]=[CH:33][C:18]([O:19][CH2:20][C:21]2[N:22]=[C:23]([C:27]3[CH:32]=[CH:31][CH:30]=[CH:29][CH:28]=3)[O:24][C:25]=2[CH3:26])=[CH:17][CH:16]=1.C(=O)([O-])[O-].[K+].[K+].CN(C)C=O. Product: [CH3:12][N:4]1[CH:5]=[C:6]([CH2:7][C:8]([O:10][CH3:11])=[O:9])[C:2]([O:1][CH2:14][C:15]2[CH:16]=[CH:17][C:18]([O:19][CH2:20][C:21]3[N:22]=[C:23]([C:27]4[CH:32]=[CH:31][CH:30]=[CH:29][CH:28]=4)[O:24][C:25]=3[CH3:26])=[CH:33][CH:34]=2)=[N:3]1. The catalyst class is: 6. (2) Reactant: [CH2:1]([N:3]([CH2:26][CH3:27])[C:4]([C:6]1[CH:22]=[CH:21][C:9]([NH:10][CH2:11][CH2:12][NH:13][C:14](=[O:20])[O:15][C:16]([CH3:19])([CH3:18])[CH3:17])=[C:8]([N+:23]([O-])=O)[CH:7]=1)=[O:5])[CH3:2]. Product: [NH2:23][C:8]1[CH:7]=[C:6]([C:4]([N:3]([CH2:1][CH3:2])[CH2:26][CH3:27])=[O:5])[CH:22]=[CH:21][C:9]=1[NH:10][CH2:11][CH2:12][NH:13][C:14](=[O:20])[O:15][C:16]([CH3:17])([CH3:18])[CH3:19]. The catalyst class is: 99. (3) Reactant: [OH-].[Na+].CC(O)C.[N:7]1([CH2:11][CH2:12][O:13][C:14]2[CH:15]=[CH:16][C:17]([OH:39])=[C:18]([CH:38]=2)[C:19]([NH:21][C:22]2[CH:31]=[C:30]([C:32]3[CH:37]=[CH:36][CH:35]=[CH:34][CH:33]=3)[CH:29]=[CH:28][C:23]=2[C:24]([O:26]C)=[O:25])=[O:20])[CH2:10][CH2:9][CH2:8]1.[ClH:40]. The catalyst class is: 6. Product: [ClH:40].[N:7]1([CH2:11][CH2:12][O:13][C:14]2[CH:15]=[CH:16][C:17]([OH:39])=[C:18]([CH:38]=2)[C:19]([NH:21][C:22]2[CH:31]=[C:30]([C:32]3[CH:37]=[CH:36][CH:35]=[CH:34][CH:33]=3)[CH:29]=[CH:28][C:23]=2[C:24]([OH:26])=[O:25])=[O:20])[CH2:10][CH2:9][CH2:8]1. (4) Product: [O:1]1[C:5]2[CH:6]=[CH:7][CH:8]=[C:9]([OH:10])[C:4]=2[O:3][CH2:2]1. The catalyst class is: 5. Reactant: [O:1]1[C:5]2[CH:6]=[CH:7][CH:8]=[C:9]([O:10]C=O)[C:4]=2[O:3][CH2:2]1.[OH-].[K+].Cl. (5) Reactant: [CH2:1]([O:3][C:4]([C:6]1[S:10][C:9]2[CH:11]=[CH:12][C:13]([N+:15]([O-])=O)=[CH:14][C:8]=2[CH:7]=1)=[O:5])[CH3:2]. Product: [CH2:1]([O:3][C:4]([C:6]1[S:10][C:9]2[CH:11]=[CH:12][C:13]([NH2:15])=[CH:14][C:8]=2[CH:7]=1)=[O:5])[CH3:2]. The catalyst class is: 50. (6) Reactant: [NH2:1][C:2]1[S:3][CH:4]=[CH:5][N:6]=1.N1C=CC=CC=1.Cl[C:14]([O:16][C:17]1[CH:22]=[CH:21][CH:20]=[CH:19][CH:18]=1)=[O:15].C(=O)(O)[O-].[Na+]. Product: [S:3]1[CH:4]=[CH:5][N:6]=[C:2]1[NH:1][C:14](=[O:15])[O:16][C:17]1[CH:22]=[CH:21][CH:20]=[CH:19][CH:18]=1. The catalyst class is: 4. (7) Reactant: [CH:1]([C:4]1[CH:8]=[C:7]([NH2:9])[N:6]([C:10]2[CH:15]=[CH:14][C:13]([O:16][CH3:17])=[CH:12][CH:11]=2)[N:5]=1)([CH3:3])[CH3:2].C(=O)([O-])[O-].[K+].[K+].Cl[C:25]([O:27][C:28]1[CH:33]=[CH:32][CH:31]=[CH:30][CH:29]=1)=[O:26]. Product: [CH:1]([C:4]1[CH:8]=[C:7]([NH:9][C:25](=[O:26])[O:27][C:28]2[CH:33]=[CH:32][CH:31]=[CH:30][CH:29]=2)[N:6]([C:10]2[CH:11]=[CH:12][C:13]([O:16][CH3:17])=[CH:14][CH:15]=2)[N:5]=1)([CH3:3])[CH3:2]. The catalyst class is: 2. (8) Reactant: [C:1]1([C:7]2[N:8]=[C:9]([CH:12]3[CH2:17][CH2:16][NH:15][CH2:14][CH2:13]3)[NH:10][CH:11]=2)[CH:6]=[CH:5][CH:4]=[CH:3][CH:2]=1.[ClH:18]. Product: [ClH:18].[C:1]1([C:7]2[N:8]=[C:9]([CH:12]3[CH2:17][CH2:16][NH:15][CH2:14][CH2:13]3)[NH:10][CH:11]=2)[CH:2]=[CH:3][CH:4]=[CH:5][CH:6]=1. The catalyst class is: 2. (9) Reactant: [H-].[Na+].[O:3]1[CH2:8][C:7](=[O:9])[NH:6][C:5]2[N:10]=[CH:11][CH:12]=[CH:13][C:4]1=2.[CH3:14][Si:15]([CH3:22])([CH3:21])[CH2:16][CH2:17][O:18][CH2:19]Cl. Product: [CH3:14][Si:15]([CH3:22])([CH3:21])[CH2:16][CH2:17][O:18][CH2:19][N:6]1[C:7](=[O:9])[CH2:8][O:3][C:4]2[CH:13]=[CH:12][CH:11]=[N:10][C:5]1=2. The catalyst class is: 3. (10) Reactant: [CH:1]1([N:6]2[C:15]3[N:14]=[C:13]([C:16]4[CH:21]=[CH:20][N:19]=[C:18](F)[CH:17]=4)[N:12]=[CH:11][C:10]=3[N:9]([CH3:23])[C:8](=[O:24])[C@H:7]2[CH2:25][CH3:26])[CH2:5][CH2:4][CH2:3][CH2:2]1.[CH3:27][NH2:28]. Product: [CH:1]1([N:6]2[C:15]3[N:14]=[C:13]([C:16]4[CH:21]=[CH:20][N:19]=[C:18]([NH:28][CH3:27])[CH:17]=4)[N:12]=[CH:11][C:10]=3[N:9]([CH3:23])[C:8](=[O:24])[C@H:7]2[CH2:25][CH3:26])[CH2:5][CH2:4][CH2:3][CH2:2]1. The catalyst class is: 424.